From a dataset of Peptide-MHC class II binding affinity with 134,281 pairs from IEDB. Regression. Given a peptide amino acid sequence and an MHC pseudo amino acid sequence, predict their binding affinity value. This is MHC class II binding data. (1) The peptide sequence is IYECKGVTVKDVTIT. The MHC is HLA-DQA10201-DQB10202 with pseudo-sequence HLA-DQA10201-DQB10202. The binding affinity (normalized) is 0.138. (2) The peptide sequence is INVGFKAAVAAAAGV. The MHC is DRB1_0901 with pseudo-sequence DRB1_0901. The binding affinity (normalized) is 0.882. (3) The peptide sequence is EQQWNFAGIEAAASA. The MHC is HLA-DQA10301-DQB10302 with pseudo-sequence HLA-DQA10301-DQB10302. The binding affinity (normalized) is 0.462. (4) The peptide sequence is TLWQRPIVTIKIGGQLREAL. The MHC is HLA-DQA10501-DQB10301 with pseudo-sequence HLA-DQA10501-DQB10301. The binding affinity (normalized) is 0.276. (5) The peptide sequence is NDKPFQNVNRITYGA. The MHC is DRB1_1302 with pseudo-sequence DRB1_1302. The binding affinity (normalized) is 0.207. (6) The peptide sequence is AAPAAGYTPATPAAP. The MHC is DRB1_0401 with pseudo-sequence DRB1_0401. The binding affinity (normalized) is 0.443. (7) The peptide sequence is LSFMDKGIPFMKMNI. The MHC is HLA-DQA10201-DQB10303 with pseudo-sequence HLA-DQA10201-DQB10303. The binding affinity (normalized) is 0.184. (8) The peptide sequence is NPSLNGFLSKEQEDV. The MHC is DRB1_0101 with pseudo-sequence DRB1_0101. The binding affinity (normalized) is 0.339.